This data is from Forward reaction prediction with 1.9M reactions from USPTO patents (1976-2016). The task is: Predict the product of the given reaction. (1) Given the reactants [Cl:1][C:2]1[CH:3]=[C:4]([O:15][CH2:16][C:17]2[C:22]([F:23])=[CH:21][CH:20]=[CH:19][C:18]=2[F:24])[C:5]2[N:6]([C:8]([C:12](O)=[O:13])=[C:9]([CH3:11])[N:10]=2)[CH:7]=1.CN(C(ON1N=NC2C=CC=NC1=2)=[N+](C)C)C.F[P-](F)(F)(F)(F)F.CN1CCOCC1.[NH2:56][CH2:57][CH:58]([NH:62][C:63](=[O:69])[O:64][C:65]([CH3:68])([CH3:67])[CH3:66])[CH:59]([CH3:61])[CH3:60].O.C(O)(C(F)(F)F)=O, predict the reaction product. The product is: [Cl:1][C:2]1[CH:3]=[C:4]([O:15][CH2:16][C:17]2[C:18]([F:24])=[CH:19][CH:20]=[CH:21][C:22]=2[F:23])[C:5]2[N:6]([C:8]([C:12]([NH:56][CH2:57][CH:58]([NH:62][C:63](=[O:69])[O:64][C:65]([CH3:67])([CH3:66])[CH3:68])[CH:59]([CH3:61])[CH3:60])=[O:13])=[C:9]([CH3:11])[N:10]=2)[CH:7]=1. (2) Given the reactants [F:1][C:2]([F:12])([F:11])[C:3]1[C:4](=O)[NH:5][C:6](=O)[NH:7][CH:8]=1.P(Cl)(Cl)([Cl:15])=O.P(=O)(O)(O)O.C(N(C(C)C)CC)(C)C.[ClH:32], predict the reaction product. The product is: [Cl:32][C:6]1[N:5]=[C:4]([Cl:15])[C:3]([C:2]([F:12])([F:11])[F:1])=[CH:8][N:7]=1. (3) Given the reactants [CH2:1]([N:3](CC)[C:4]([C:6]1[CH:7]=[CH:8][C:9]2[C:10](=O)[C:11]3[C:16]([O:17][C:18]=2[CH:19]=1)=[CH:15][CH:14]=[CH:13][CH:12]=3)=[O:5])[CH3:2].C([N:30]1[CH2:35][CH2:34][CH2:33][CH2:32][C:31]1=O)(OC(C)(C)C)=O, predict the reaction product. The product is: [CH2:1]([NH:3][C:4]([C:6]1[CH:7]=[CH:8][C:9]2[C:10](=[C:33]3[CH2:32][CH2:31][NH:30][CH2:35][CH2:34]3)[C:11]3[C:16]([O:17][C:18]=2[CH:19]=1)=[CH:15][CH:14]=[CH:13][CH:12]=3)=[O:5])[CH3:2].